Dataset: Reaction yield outcomes from USPTO patents with 853,638 reactions. Task: Predict the reaction yield, written as a fraction of the theoretical maximum amount of product (1.0 means a 100% yield; for example, 0.34 means a 34% yield). (1) The reactants are [C-:1]1(C=O)[CH:5]=[CH:4][CH:3]=[CH:2]1.[CH-:8]1[CH:12]=[CH:11][CH:10]=[CH:9]1.[Fe+2:13].[CH2:14]([OH:16])[CH3:15].[BH4-].[Na+].[C-]1([CH2:24][OH:25])C=CC=C1.[CH-]1C=CC=C1.[Fe+2]. The catalyst is C(O)CCO.[O-]S(C(F)(F)F)(=O)=O.[Yb+3].[O-]S(C(F)(F)F)(=O)=O.[O-]S(C(F)(F)F)(=O)=O.C1COCC1. The product is [C-:1]1([O:16][CH2:14][CH2:15][CH2:24][OH:25])[CH:2]=[CH:3][CH:4]=[CH:5]1.[CH-:8]1[CH:12]=[CH:11][CH:10]=[CH:9]1.[Fe+2:13]. The yield is 0.740. (2) The reactants are [F:1][C:2]1[CH:3]=[C:4]2[C:8](=[CH:9][CH:10]=1)[NH:7][CH:6]=[CH:5]2.C([Mg]Br)C.[CH3:15][C:16]1([CH3:24])[C:18]([CH3:20])([CH3:19])[CH:17]1[C:21](Cl)=[O:22]. The catalyst is ClCCl.[Cl-].[Zn+2].[Cl-]. The product is [F:1][C:2]1[CH:3]=[C:4]2[C:8](=[CH:9][CH:10]=1)[NH:7][CH:6]=[C:5]2[C:21]([CH:17]1[C:18]([CH3:20])([CH3:19])[C:16]1([CH3:24])[CH3:15])=[O:22]. The yield is 0.400. (3) The reactants are [CH3:1][C:2]1[CH:3]=[CH:4][N:5]2[C:10]=1[C:9]([S:11][CH3:12])=[N:8][CH:7]=[N:6]2.C1C(=O)N(Br)C(=O)C1.[OH:21][CH:22]1[CH2:27][CH2:26][NH:25][CH2:24][CH2:23]1.CCN(C(C)C)C(C)C. The catalyst is C(Cl)(Cl)(Cl)Cl. The product is [CH3:12][S:11][C:9]1[C:10]2=[C:2]([CH2:1][N:25]3[CH2:26][CH2:27][CH:22]([OH:21])[CH2:23][CH2:24]3)[CH:3]=[CH:4][N:5]2[N:6]=[CH:7][N:8]=1. The yield is 0.740. (4) The reactants are [NH2:1][C:2]1[CH:3]=[C:4]2[C:9](=[CH:10][CH:11]=1)[CH2:8][N:7]([C:12]([O:14][C:15]([CH3:18])([CH3:17])[CH3:16])=[O:13])[CH2:6][CH2:5]2.Br[C:20]1[C:21](=[O:28])[N:22]([CH3:27])[CH:23]=[C:24]([Br:26])[CH:25]=1.C(=O)([O-])[O-].[Cs+].[Cs+].CC1(C)C2C(=C(P(C3C=CC=CC=3)C3C=CC=CC=3)C=CC=2)OC2C(P(C3C=CC=CC=3)C3C=CC=CC=3)=CC=CC1=2. The catalyst is C1C=CC(/C=C/C(/C=C/C2C=CC=CC=2)=O)=CC=1.C1C=CC(/C=C/C(/C=C/C2C=CC=CC=2)=O)=CC=1.C1C=CC(/C=C/C(/C=C/C2C=CC=CC=2)=O)=CC=1.[Pd].[Pd].O1CCOCC1. The product is [Br:26][C:24]1[CH:25]=[C:20]([NH:1][C:2]2[CH:3]=[C:4]3[C:9](=[CH:10][CH:11]=2)[CH2:8][N:7]([C:12]([O:14][C:15]([CH3:18])([CH3:17])[CH3:16])=[O:13])[CH2:6][CH2:5]3)[C:21](=[O:28])[N:22]([CH3:27])[CH:23]=1. The yield is 0.630.